From a dataset of Full USPTO retrosynthesis dataset with 1.9M reactions from patents (1976-2016). Predict the reactants needed to synthesize the given product. (1) The reactants are: CC(OI1(OC(C)=O)(OC(C)=O)OC(=O)C2C=CC=CC1=2)=O.[OH:23][C@@H:24]1[C@H:28]2[N:29]([C:34](=[O:59])[C@@H:35]([NH:41][C:42](=[O:58])[C:43]3[CH:48]=[CH:47][C:46]([N:49]4[CH2:54][CH2:53][N:52]([CH:55]([CH3:57])[CH3:56])[CH2:51][CH2:50]4)=[CH:45][CH:44]=3)[CH2:36][C:37]([CH3:40])([CH3:39])[CH3:38])[CH2:30][C@@H:31]([O:32][CH3:33])[C@H:27]2[O:26][CH2:25]1. Given the product [CH:55]([N:52]1[CH2:51][CH2:50][N:49]([C:46]2[CH:45]=[CH:44][C:43]([C:42]([NH:41][C@@H:35]([CH2:36][C:37]([CH3:40])([CH3:39])[CH3:38])[C:34]([N:29]3[CH2:30][C@@H:31]([O:32][CH3:33])[C@H:27]4[O:26][CH2:25][C:24](=[O:23])[C@@H:28]34)=[O:59])=[O:58])=[CH:48][CH:47]=2)[CH2:54][CH2:53]1)([CH3:57])[CH3:56], predict the reactants needed to synthesize it. (2) Given the product [CH3:1][C:2]1([CH2:8][C:9]([N:49]2[CH2:50][CH2:51][C:46]3([CH:44]([CH2:52][NH:53][C:54]([N:56]4[CH2:64][C:63]5[CH:62]=[CH:61][N:60]=[CH:59][C:58]=5[CH2:57]4)=[O:55])[CH2:45]3)[CH2:47][CH2:48]2)=[O:11])[CH2:3][CH2:4][O:5][CH2:6][CH2:7]1, predict the reactants needed to synthesize it. The reactants are: [CH3:1][C:2]1([CH2:8][C:9]([OH:11])=O)[CH2:7][CH2:6][O:5][CH2:4][CH2:3]1.CCN(C(C)C)C(C)C.C1C=CC2N(O)N=NC=2C=1.CCN=C=NCCCN(C)C.Cl.Cl.[CH:44]1([CH2:52][NH:53][C:54]([N:56]2[CH2:64][C:63]3[CH:62]=[CH:61][N:60]=[CH:59][C:58]=3[CH2:57]2)=[O:55])[C:46]2([CH2:51][CH2:50][NH:49][CH2:48][CH2:47]2)[CH2:45]1. (3) Given the product [CH2:1]([O:8][C:9]1[CH:14]=[C:13]([O:15][CH2:16][C:17]2[CH:22]=[CH:21][CH:20]=[CH:19][CH:18]=2)[C:12]([CH:23]([CH3:25])[CH3:24])=[CH:11][C:10]=1[C:26]1[O:30][N:29]=[C:28]([C:31]([NH:33][CH2:34][CH3:35])=[O:32])[C:27]=1[C:36]1[N:37]=[C:42]([C:41]([Cl:52])([Cl:51])[Cl:40])[O:39][N:38]=1)[C:2]1[CH:7]=[CH:6][CH:5]=[CH:4][CH:3]=1, predict the reactants needed to synthesize it. The reactants are: [CH2:1]([O:8][C:9]1[CH:14]=[C:13]([O:15][CH2:16][C:17]2[CH:22]=[CH:21][CH:20]=[CH:19][CH:18]=2)[C:12]([CH:23]([CH3:25])[CH3:24])=[CH:11][C:10]=1[C:26]1[O:30][N:29]=[C:28]([C:31]([NH:33][CH2:34][CH3:35])=[O:32])[C:27]=1[C:36](=[N:38][OH:39])[NH2:37])[C:2]1[CH:7]=[CH:6][CH:5]=[CH:4][CH:3]=1.[Cl:40][C:41]([Cl:52])([Cl:51])[C:42](O[C:42](=O)[C:41]([Cl:52])([Cl:51])[Cl:40])=O.